Binary Classification. Given a miRNA mature sequence and a target amino acid sequence, predict their likelihood of interaction. From a dataset of Experimentally validated miRNA-target interactions with 360,000+ pairs, plus equal number of negative samples. (1) The miRNA is hsa-miR-6764-5p with sequence UCCCAGGGUCUGGUCAGAGUUG. The protein sequence of the target gene is MEPAAALHFSLPASLLLLLLLLLLSLCALVSAQFTVVGPANPILAMVGENTTLRCHLSPEKNAEDMEVRWFRSQFSPAVFVYKGGRERTEEQMEEYRGRITFVSKDINRGSVALVIHNVTAQENGIYRCYFQEGRSYDEAILRLVVAGLGSKPLIEIKAQEDGSIWLECISGGWYPEPLTVWRDPYGEVVPALKEVSIADADGLFMVTTAVIIRDKYVRNVSCSVNNTLLGQEKETVIFIPESFMPSASPWMVALAVILTASPWMVSMTVILAVFIIFMAVSICCIKKLQREKKILSGEK.... Result: 1 (interaction). (2) The miRNA is hsa-miR-370-3p with sequence GCCUGCUGGGGUGGAACCUGGU. The protein sequence of the target gene is MPRTKQIHPRNLRDKIEEAQKELNGAEVSKKEILQAGVKGTSESLKGVKRKKIVAENHLKKIPKSPLRNPLQAKHKQNTEESSFAVLHSASESHKKQNYIPVKNGKQFTKQNGETPGIIAEASKSEESVSPKKPLFLQQPSELRRWRSEGADPAKFSDLDEQCDSSSLSSKTRTDNSECISSHCGTTSPSYTNTAFDVLLKAMEPELSTLSQKGSPCAIKTEKLRPNKTARSPPKLKNSSMDAPNQTSQELVAESQSSCTSYTVHMSAAQKNEQGAMQSASHLYHQHEHFVPKSNQHNQQ.... Result: 0 (no interaction). (3) The miRNA is hsa-miR-4722-3p with sequence ACCUGCCAGCACCUCCCUGCAG. The protein sequence of the target gene is MAAAGGGGGGAAAAGRAYSFKVVLLGEGCVGKTSLVLRYCENKFNDKHITTLQASFLTKKLNIGGKRVNLAIWDTAGQERFHALGPIYYRDSNGAILVYDITDEDSFQKVKNWVKELRKMLGNEICLCIVGNKIDLEKERHVSIQEAESYAESVGAKHYHTSAKQNKGIEELFLDLCKRMIETAQVDERAKGNGSSQPGTARRGVQIIDDEPQAQTSGGGCCSSG. Result: 1 (interaction). (4) The miRNA is hsa-miR-497-5p with sequence CAGCAGCACACUGUGGUUUGU. The protein sequence of the target gene is MSLCSPTHSAEMSLFLQGPEEMLPLSSEGSEMGSEKEQSPEPHLPEEGEGGKPWRVDDSEGSWIPPGEKEHGQESLSDELQETHPKKPWQKVTVRARELGDPIAHPRHEADEKPFICAQCGKTFNNTSNLRTHQRIHTGEKPYKCSECGKSFSRSSNRIRHERIHLEEKHYKCPKCQESFRRRSDLTTHQQDHLGKRPYRCDICGKSFSQSATLAVHHRTHLEPAPYICCECGKSFSNSSSFGVHHRTHTGERPYECTECGRTFSDISNFGAHQRTHRGEKPYRCTVCGKHFSRSSNLIR.... Result: 1 (interaction). (5) Result: 0 (no interaction). The protein sequence of the target gene is MPPFLLLTCLFITGTSVSPVALDPCSAYISLNEPWRNTDHQLDESQGPPLCDNHVNGEWYHFTGMAGDAMPTFCIPENHCGTHAPVWLNGSHPLEGDGIVQRQACASFNGNCCLWNTTVEVKACPGGYYVYRLTKPSVCFHVYCGHFYDICDEDCHGSCSDTSECTCAPGTVLGPDRQTCFDENECEQNNGGCSEICVNLKNSYRCECGVGRVLRSDGKTCEDVEGCHNNNGGCSHSCLGSEKGYQCECPRGLVLSEDNHTCQVPVLCKSNAIEVNIPRELVGGLELFLTNTSCRGVSNG.... The miRNA is hsa-miR-323a-3p with sequence CACAUUACACGGUCGACCUCU. (6) Result: 1 (interaction). The miRNA is hsa-miR-4436b-5p with sequence GUCCACUUCUGCCUGCCCUGCC. The protein sequence of the target gene is MDLSAAAALCLWLLSACRPRDGLEAAAVLRAAGAGPVRSPGGGGGGGGGGRTLAQAAGAAAVPAAAVPRARAARRAAGSGFRNGSVVPHHFMMSLYRSLAGRAPAGAAAVSASGHGRADTITGFTDQATQDESAAETGQSFLFDVSSLNDADEVVGAELRVLRRGSPESGPGSWTSPPLLLLSTCPGAARAPRLLYSRAAEPLVGQRWEAFDVADAMRRHRREPRPPRAFCLLLRAVAGPVPSPLALRRLGFGWPGGGGSAAEERAVLVVSSRTQRKESLFREIRAQARALGAALASEPL....